Dataset: Forward reaction prediction with 1.9M reactions from USPTO patents (1976-2016). Task: Predict the product of the given reaction. (1) Given the reactants [Br:1][C:2]1[C:10]2[C:5](=[N:6][CH:7]=[N:8][C:9]=2[NH2:11])[NH:4][N:3]=1.C(=O)([O-])[O-].[K+].[K+].[CH:18](Br)([CH3:20])[CH3:19], predict the reaction product. The product is: [Br:1][C:2]1[N:3]([CH:18]([CH3:20])[CH3:19])[N:4]=[C:5]2[C:10]=1[C:9]([NH2:11])=[N:8][CH:7]=[N:6]2. (2) Given the reactants [C:1]1([CH2:7][NH:8][C@H:9]([CH3:12])[CH2:10][OH:11])[CH:6]=[CH:5][CH:4]=[CH:3][CH:2]=1.C([O-])([O-])=O.[K+].[K+].Cl[CH2:20][C:21](Cl)=[O:22].[OH-].[Na+], predict the reaction product. The product is: [CH3:12][C@H:9]1[N:8]([CH2:7][C:1]2[CH:6]=[CH:5][CH:4]=[CH:3][CH:2]=2)[C:21](=[O:22])[CH2:20][O:11][CH2:10]1. (3) The product is: [ClH:1].[ClH:1].[NH2:13][C@H:9]([CH2:8][C:5]1[CH:4]=[CH:3][N:2]=[CH:7][CH:6]=1)[CH:10]([OH:12])[CH3:11]. Given the reactants [ClH:1].[N:2]1[CH:7]=[CH:6][C:5]([CH2:8][C@@H:9]([NH:13]C(=O)OC(C)(C)C)[CH:10]([OH:12])[CH3:11])=[CH:4][CH:3]=1, predict the reaction product. (4) The product is: [CH3:1][C:2]1[N:3]([CH2:27][CH2:28][CH2:29][CH2:30][CH3:31])[C:4]2[C:9]([C:10]=1[C:11]([C:13]1[N:17]([CH2:18][CH2:19][CH3:20])[C:16]3[S:21][CH:22]=[CH:23][C:15]=3[CH:14]=1)=[O:12])=[CH:8][CH:7]=[CH:6][CH:5]=2. Given the reactants [CH3:1][C:2]1[NH:3][C:4]2[C:9]([C:10]=1[C:11]([C:13]1[N:17]([CH2:18][CH2:19][CH3:20])[C:16]3[S:21][CH:22]=[CH:23][C:15]=3[CH:14]=1)=[O:12])=[CH:8][CH:7]=[CH:6][CH:5]=2.[OH-].[K+].I[CH2:27][CH2:28][CH2:29][CH2:30][CH3:31], predict the reaction product. (5) The product is: [C:49]([C:48]1[CH:47]=[C:46]([CH:53]=[C:52]([C:54]([F:55])([F:57])[F:56])[CH:51]=1)[CH2:45][N:21]([CH2:20][C:19]1[C:10]([C:8]2[CH:9]=[C:4]([CH:1]([CH3:3])[CH3:2])[CH:5]=[CH:6][C:7]=2[O:40][CH3:41])=[N:11][C:12]2[C:17]([CH:18]=1)=[CH:16][CH:15]=[CH:14][C:13]=2[CH3:39])[C:22]1[N:23]=[CH:24][C:25]([O:28][CH2:29][CH2:30][CH2:31][C:32]([O:34][C:35]([CH3:36])([CH3:38])[CH3:37])=[O:33])=[CH:26][N:27]=1)#[N:50]. Given the reactants [CH:1]([C:4]1[CH:5]=[CH:6][C:7]([O:40][CH3:41])=[C:8]([C:10]2[C:19]([CH2:20][NH:21][C:22]3[N:27]=[CH:26][C:25]([O:28][CH2:29][CH2:30][CH2:31][C:32]([O:34][C:35]([CH3:38])([CH3:37])[CH3:36])=[O:33])=[CH:24][N:23]=3)=[CH:18][C:17]3[C:12](=[C:13]([CH3:39])[CH:14]=[CH:15][CH:16]=3)[N:11]=2)[CH:9]=1)([CH3:3])[CH3:2].[H-].[Na+].Br[CH2:45][C:46]1[CH:47]=[C:48]([CH:51]=[C:52]([C:54]([F:57])([F:56])[F:55])[CH:53]=1)[C:49]#[N:50].O, predict the reaction product.